Dataset: Full USPTO retrosynthesis dataset with 1.9M reactions from patents (1976-2016). Task: Predict the reactants needed to synthesize the given product. (1) The reactants are: [C:1]([NH:9][C:10]1[C:11]2[N:12]=[CH:13][N:14]([C:23]=2[N:24]=[CH:25][N:26]=1)[C@@H:15]1[O:22][C@H:19]([CH2:20][OH:21])[C@@H:17]([OH:18])[CH2:16]1)(=[O:8])[C:2]1[CH:7]=[CH:6][CH:5]=[CH:4][CH:3]=1.N1C=CN=C1.[Si:32](Cl)([C:35]([CH3:38])([CH3:37])[CH3:36])([CH3:34])[CH3:33]. Given the product [C:1]([NH:9][C:10]1[C:11]2[N:12]=[CH:13][N:14]([C:23]=2[N:24]=[CH:25][N:26]=1)[C@@H:15]1[O:22][C@H:19]([CH2:20][O:21][Si:32]([C:35]([CH3:38])([CH3:37])[CH3:36])([CH3:34])[CH3:33])[C@@H:17]([OH:18])[CH2:16]1)(=[O:8])[C:2]1[CH:3]=[CH:4][CH:5]=[CH:6][CH:7]=1, predict the reactants needed to synthesize it. (2) Given the product [CH2:9]([O:8][CH2:7][CH:6]([O:5][C:25]1[C:18]([Br:17])=[C:19]([CH:22]=[CH:23][CH:24]=1)[CH:20]=[O:21])[CH3:16])[C:10]1[CH:15]=[CH:14][CH:13]=[CH:12][CH:11]=1, predict the reactants needed to synthesize it. The reactants are: CS([O:5][CH:6]([CH3:16])[CH2:7][O:8][CH2:9][C:10]1[CH:15]=[CH:14][CH:13]=[CH:12][CH:11]=1)(=O)=O.[Br:17][C:18]1[C:25](O)=[CH:24][CH:23]=[CH:22][C:19]=1[CH:20]=[O:21].C([O-])([O-])=O.[K+].[K+].